From a dataset of NCI-60 drug combinations with 297,098 pairs across 59 cell lines. Regression. Given two drug SMILES strings and cell line genomic features, predict the synergy score measuring deviation from expected non-interaction effect. (1) Cell line: A549. Synergy scores: CSS=19.8, Synergy_ZIP=4.56, Synergy_Bliss=5.77, Synergy_Loewe=7.96, Synergy_HSA=8.24. Drug 1: CCC1(CC2CC(C3=C(CCN(C2)C1)C4=CC=CC=C4N3)(C5=C(C=C6C(=C5)C78CCN9C7C(C=CC9)(C(C(C8N6C=O)(C(=O)OC)O)OC(=O)C)CC)OC)C(=O)OC)O.OS(=O)(=O)O. Drug 2: CCC(=C(C1=CC=CC=C1)C2=CC=C(C=C2)OCCN(C)C)C3=CC=CC=C3.C(C(=O)O)C(CC(=O)O)(C(=O)O)O. (2) Drug 1: C1=CC(=C2C(=C1NCCNCCO)C(=O)C3=C(C=CC(=C3C2=O)O)O)NCCNCCO. Drug 2: CCC(=C(C1=CC=CC=C1)C2=CC=C(C=C2)OCCN(C)C)C3=CC=CC=C3.C(C(=O)O)C(CC(=O)O)(C(=O)O)O. Cell line: IGROV1. Synergy scores: CSS=49.6, Synergy_ZIP=7.75, Synergy_Bliss=7.66, Synergy_Loewe=-17.6, Synergy_HSA=9.33. (3) Synergy scores: CSS=11.9, Synergy_ZIP=2.06, Synergy_Bliss=-0.463, Synergy_Loewe=-62.1, Synergy_HSA=-5.46. Drug 2: B(C(CC(C)C)NC(=O)C(CC1=CC=CC=C1)NC(=O)C2=NC=CN=C2)(O)O. Drug 1: C(=O)(N)NO. Cell line: TK-10. (4) Cell line: T-47D. Drug 1: CC1=C(N=C(N=C1N)C(CC(=O)N)NCC(C(=O)N)N)C(=O)NC(C(C2=CN=CN2)OC3C(C(C(C(O3)CO)O)O)OC4C(C(C(C(O4)CO)O)OC(=O)N)O)C(=O)NC(C)C(C(C)C(=O)NC(C(C)O)C(=O)NCCC5=NC(=CS5)C6=NC(=CS6)C(=O)NCCC[S+](C)C)O. Synergy scores: CSS=35.2, Synergy_ZIP=-7.45, Synergy_Bliss=-5.43, Synergy_Loewe=-2.38, Synergy_HSA=-2.03. Drug 2: CC12CCC3C(C1CCC2O)C(CC4=C3C=CC(=C4)O)CCCCCCCCCS(=O)CCCC(C(F)(F)F)(F)F. (5) Drug 1: CCC1(CC2CC(C3=C(CCN(C2)C1)C4=CC=CC=C4N3)(C5=C(C=C6C(=C5)C78CCN9C7C(C=CC9)(C(C(C8N6C=O)(C(=O)OC)O)OC(=O)C)CC)OC)C(=O)OC)O.OS(=O)(=O)O. Drug 2: C1CNP(=O)(OC1)N(CCCl)CCCl. Cell line: A498. Synergy scores: CSS=-5.05, Synergy_ZIP=-0.0354, Synergy_Bliss=-3.06, Synergy_Loewe=-2.97, Synergy_HSA=-3.69. (6) Drug 1: CN1CCC(CC1)COC2=C(C=C3C(=C2)N=CN=C3NC4=C(C=C(C=C4)Br)F)OC. Drug 2: CC12CCC3C(C1CCC2O)C(CC4=C3C=CC(=C4)O)CCCCCCCCCS(=O)CCCC(C(F)(F)F)(F)F. Cell line: CAKI-1. Synergy scores: CSS=31.8, Synergy_ZIP=-7.22, Synergy_Bliss=-2.54, Synergy_Loewe=-7.31, Synergy_HSA=0.308. (7) Drug 1: C1CCC(CC1)NC(=O)N(CCCl)N=O. Drug 2: B(C(CC(C)C)NC(=O)C(CC1=CC=CC=C1)NC(=O)C2=NC=CN=C2)(O)O. Cell line: SW-620. Synergy scores: CSS=27.0, Synergy_ZIP=-5.87, Synergy_Bliss=3.67, Synergy_Loewe=0.509, Synergy_HSA=4.12. (8) Drug 1: CC1C(C(CC(O1)OC2CC(OC(C2O)C)OC3=CC4=CC5=C(C(=O)C(C(C5)C(C(=O)C(C(C)O)O)OC)OC6CC(C(C(O6)C)O)OC7CC(C(C(O7)C)O)OC8CC(C(C(O8)C)O)(C)O)C(=C4C(=C3C)O)O)O)O. Drug 2: CN1C2=C(C=C(C=C2)N(CCCl)CCCl)N=C1CCCC(=O)O.Cl. Cell line: NCIH23. Synergy scores: CSS=22.0, Synergy_ZIP=-0.412, Synergy_Bliss=-2.53, Synergy_Loewe=-63.4, Synergy_HSA=-3.20. (9) Drug 1: CCC1=CC2CC(C3=C(CN(C2)C1)C4=CC=CC=C4N3)(C5=C(C=C6C(=C5)C78CCN9C7C(C=CC9)(C(C(C8N6C)(C(=O)OC)O)OC(=O)C)CC)OC)C(=O)OC.C(C(C(=O)O)O)(C(=O)O)O. Drug 2: CC(C)CN1C=NC2=C1C3=CC=CC=C3N=C2N. Cell line: UACC-257. Synergy scores: CSS=21.4, Synergy_ZIP=5.67, Synergy_Bliss=5.21, Synergy_Loewe=-5.52, Synergy_HSA=3.87. (10) Drug 1: C1CCN(CC1)CCOC2=CC=C(C=C2)C(=O)C3=C(SC4=C3C=CC(=C4)O)C5=CC=C(C=C5)O. Drug 2: CCN(CC)CCNC(=O)C1=C(NC(=C1C)C=C2C3=C(C=CC(=C3)F)NC2=O)C. Cell line: 786-0. Synergy scores: CSS=1.22, Synergy_ZIP=2.35, Synergy_Bliss=3.42, Synergy_Loewe=0.500, Synergy_HSA=0.530.